This data is from Full USPTO retrosynthesis dataset with 1.9M reactions from patents (1976-2016). The task is: Predict the reactants needed to synthesize the given product. (1) Given the product [C:20]([C:23]1[CH:27]=[C:26]([C:28]([NH:1][C@@H:2]([CH3:19])[CH2:3][N:4]2[CH:8]=[CH:7][C:6]([C:9]3[CH:10]=[C:11]([Cl:18])[C:12]([C:13]#[N:14])=[C:15]([Cl:17])[CH:16]=3)=[N:5]2)=[O:29])[NH:25][N:24]=1)(=[O:22])[CH3:21], predict the reactants needed to synthesize it. The reactants are: [NH2:1][C@@H:2]([CH3:19])[CH2:3][N:4]1[CH:8]=[CH:7][C:6]([C:9]2[CH:16]=[C:15]([Cl:17])[C:12]([C:13]#[N:14])=[C:11]([Cl:18])[CH:10]=2)=[N:5]1.[C:20]([C:23]1[CH:27]=[C:26]([C:28](O)=[O:29])[NH:25][N:24]=1)(=[O:22])[CH3:21].C1C=CC2N(O)N=NC=2C=1.CCN(C(C)C)C(C)C.CCN=C=NCCCN(C)C. (2) Given the product [CH2:11]([O:10][C:8]([C@H:5]1[CH2:6][CH2:7][C@@H:2]([NH:14][NH:13][C:15]([O:17][C:18]([CH3:21])([CH3:20])[CH3:19])=[O:16])[CH2:3][CH2:4]1)=[O:9])[CH3:12].[CH2:11]([O:10][C:8]([C@H:5]1[CH2:6][CH2:7][C@H:2]([NH:14][NH:13][C:15]([O:17][C:18]([CH3:21])([CH3:20])[CH3:19])=[O:16])[CH2:3][CH2:4]1)=[O:9])[CH3:12], predict the reactants needed to synthesize it. The reactants are: O=[C:2]1[CH2:7][CH2:6][CH:5]([C:8]([O:10][CH2:11][CH3:12])=[O:9])[CH2:4][CH2:3]1.[NH:13]([C:15]([O:17][C:18]([CH3:21])([CH3:20])[CH3:19])=[O:16])[NH2:14].C(O)(=O)C.C(O[BH-](OC(=O)C)OC(=O)C)(=O)C.[Na+]. (3) The reactants are: FC(F)(F)C([NH:5][C:6]1[C:14]2[C:9](=[CH:10][CH:11]=[C:12]([S:15]([C:18]3[CH:23]=[CH:22][CH:21]=[C:20]([F:24])[CH:19]=3)(=[O:17])=[O:16])[CH:13]=2)[N:8]([C:25]([C:38]2[CH:43]=[CH:42][CH:41]=[CH:40][CH:39]=2)([C:32]2[CH:37]=[CH:36][CH:35]=[CH:34][CH:33]=2)[C:26]2[CH:31]=[CH:30][CH:29]=[CH:28][CH:27]=2)[N:7]=1)=O.CO. Given the product [F:24][C:20]1[CH:19]=[C:18]([S:15]([C:12]2[CH:13]=[C:14]3[C:9](=[CH:10][CH:11]=2)[N:8]([C:25]([C:32]2[CH:33]=[CH:34][CH:35]=[CH:36][CH:37]=2)([C:26]2[CH:27]=[CH:28][CH:29]=[CH:30][CH:31]=2)[C:38]2[CH:43]=[CH:42][CH:41]=[CH:40][CH:39]=2)[N:7]=[C:6]3[NH2:5])(=[O:17])=[O:16])[CH:23]=[CH:22][CH:21]=1, predict the reactants needed to synthesize it. (4) Given the product [CH:1]([C:4]1[CH:9]=[C:8]([CH:10]([CH3:12])[CH3:11])[C:7]([S:13]([C:16]2[CH:21]=[CH:20][CH:19]=[CH:18][CH:17]=2)(=[O:15])=[O:14])=[CH:6][C:5]=1[S:22]([NH:34][CH2:33][CH2:32][C:29]1[CH:30]=[CH:31][N:26]=[CH:27][CH:28]=1)(=[O:24])=[O:23])([CH3:3])[CH3:2], predict the reactants needed to synthesize it. The reactants are: [CH:1]([C:4]1[CH:9]=[C:8]([CH:10]([CH3:12])[CH3:11])[C:7]([S:13]([C:16]2[CH:21]=[CH:20][CH:19]=[CH:18][CH:17]=2)(=[O:15])=[O:14])=[CH:6][C:5]=1[S:22](Cl)(=[O:24])=[O:23])([CH3:3])[CH3:2].[N:26]1[CH:31]=[CH:30][C:29]([CH2:32][CH2:33][NH2:34])=[CH:28][CH:27]=1. (5) Given the product [C:14]([NH:1][C:2]1[CH:3]=[C:4]([CH:9]=[CH:10][C:11]=1[O:12][CH3:13])[C:5]([O:7][CH3:8])=[O:6])(=[O:18])[CH:15]([CH3:17])[CH3:16], predict the reactants needed to synthesize it. The reactants are: [NH2:1][C:2]1[CH:3]=[C:4]([CH:9]=[CH:10][C:11]=1[O:12][CH3:13])[C:5]([O:7][CH3:8])=[O:6].[C:14](Cl)(=[O:18])[CH:15]([CH3:17])[CH3:16].Cl. (6) Given the product [NH:54]1[CH2:60][CH2:59][CH2:58][CH2:57][C@@H:56]([NH:61][C:62]([C:10]2[C:14]([Br:15])=[C:13]([NH:16][C:17](=[O:25])[C:18]3[CH:23]=[CH:22][CH:21]=[CH:20][C:19]=3[Cl:24])[N:12]([CH3:3])[N:11]=2)=[O:64])[CH2:55]1, predict the reactants needed to synthesize it. The reactants are: N1C=C[CH:3]=N1.CN([C@@H](C1C=CC=CC=1)C)C([C:10]1[C:14]([Br:15])=[C:13]([NH:16][C:17](=[O:25])[C:18]2[CH:23]=[CH:22][CH:21]=[CH:20][C:19]=2[Cl:24])[NH:12][N:11]=1)=O.ClC1C=CC=CC=1C(Cl)=O.C(OC([N:54]1[CH2:60][CH2:59][CH2:58][CH2:57][C@@H:56]([NH:61][C:62]([O:64]C(C)(C)C)=O)[CH2:55]1)=O)C1C=CC=CC=1.N(C(OC(C)(C)C)=O)[C@@H](C(O)=O)CCCCN.N1(N)CCCCC1.